This data is from Reaction yield outcomes from USPTO patents with 853,638 reactions. The task is: Predict the reaction yield, written as a fraction of the theoretical maximum amount of product (1.0 means a 100% yield; for example, 0.34 means a 34% yield). (1) The reactants are [C:1]([O:5][C:6](=[O:24])[NH:7][CH2:8][C:9]#[C:10][C:11]1[CH:16]=[CH:15][C:14]([Cl:17])=[CH:13][C:12]=1[C:18](=[O:23])N(OC)C)([CH3:4])([CH3:3])[CH3:2].Br[C:26]1[C:31]([F:32])=[CH:30][CH:29]=[CH:28][N:27]=1. No catalyst specified. The product is [Cl:17][C:14]1[CH:15]=[CH:16][C:11]([C:10]#[C:9][CH2:8][NH:7][C:6](=[O:24])[O:5][C:1]([CH3:2])([CH3:3])[CH3:4])=[C:12]([C:18](=[O:23])[C:26]2[C:31]([F:32])=[CH:30][CH:29]=[CH:28][N:27]=2)[CH:13]=1. The yield is 0.450. (2) The reactants are [CH2:1]([O:3][C:4]1[CH:9]=[CH:8][C:7]([C:10]([F:13])([F:12])[F:11])=[CH:6][C:5]=1[C:14]1[C:15]2[N:16]([N:20]=[C:21]([NH:23][C:24]3[CH:34]=[CH:33][C:27]4[CH2:28][CH2:29][NH:30][CH2:31][CH2:32][C:26]=4[CH:25]=3)[N:22]=2)[CH:17]=[CH:18][CH:19]=1)[CH3:2].C(=O)([O-])[O-].[K+].[K+].Cl[CH2:42][CH2:43][S:44]([CH3:47])(=[O:46])=[O:45].[I-].[Na+]. The catalyst is CN(C)C=O.C(OCC)(=O)C. The product is [CH2:1]([O:3][C:4]1[CH:9]=[CH:8][C:7]([C:10]([F:12])([F:11])[F:13])=[CH:6][C:5]=1[C:14]1[C:15]2[N:16]([N:20]=[C:21]([NH:23][C:24]3[CH:34]=[CH:33][C:27]4[CH2:28][CH2:29][N:30]([CH2:42][CH2:43][S:44]([CH3:47])(=[O:46])=[O:45])[CH2:31][CH2:32][C:26]=4[CH:25]=3)[N:22]=2)[CH:17]=[CH:18][CH:19]=1)[CH3:2]. The yield is 0.570.